Dataset: Full USPTO retrosynthesis dataset with 1.9M reactions from patents (1976-2016). Task: Predict the reactants needed to synthesize the given product. (1) Given the product [CH3:1][O:2][CH2:3][O:4][C:5]1[CH:6]=[CH:7][C:8]([C:11]2[C:15]([C:16]3[CH:17]=[CH:18][CH:19]=[CH:20][CH:21]=3)=[C:14]([C:22]3([CH2:25][C:26]4[NH:40][N:39]=[N:38][N:27]=4)[CH2:23][CH2:24]3)[O:13][N:12]=2)=[CH:9][CH:10]=1, predict the reactants needed to synthesize it. The reactants are: [CH3:1][O:2][CH2:3][O:4][C:5]1[CH:10]=[CH:9][C:8]([C:11]2[C:15]([C:16]3[CH:21]=[CH:20][CH:19]=[CH:18][CH:17]=3)=[C:14]([C:22]3([CH2:25][C:26]#[N:27])[CH2:24][CH2:23]3)[O:13][N:12]=2)=[CH:7][CH:6]=1.C([Sn](=O)CCCC)CCC.[N:38]([Si](C)(C)C)=[N+:39]=[N-:40]. (2) Given the product [ClH:1].[CH3:7][C:8]1[CH:13]=[C:12]([C:14]2[CH:15]=[CH:16][C:17]3[N:23]4[CH2:24][C@H:20]([CH2:21][CH2:22]4)[N:19]([C:25]([NH:27][CH2:28][CH2:29][C:30]4[CH:31]=[N:32][CH:33]=[CH:34][CH:35]=4)=[O:26])[C:18]=3[N:36]=2)[CH:11]=[CH:10][N:9]=1, predict the reactants needed to synthesize it. The reactants are: [ClH:1].C(OCC)C.[CH3:7][C:8]1[CH:13]=[C:12]([C:14]2[CH:15]=[CH:16][C:17]3[N:23]4[CH2:24][C@H:20]([CH2:21][CH2:22]4)[N:19]([C:25]([NH:27][CH2:28][CH2:29][C:30]4[CH:31]=[N:32][CH:33]=[CH:34][CH:35]=4)=[O:26])[C:18]=3[N:36]=2)[CH:11]=[CH:10][N:9]=1. (3) Given the product [CH3:13][O:14][C:15]1[CH:16]=[C:17]([C:18](=[O:20])[CH2:31][C:30]([O:29][CH2:27][CH3:28])=[O:35])[CH:21]=[CH:22][C:23]=1[N+:24]([O-:26])=[O:25], predict the reactants needed to synthesize it. The reactants are: C(N1C=CN=C1)(N1C=CN=C1)=O.[CH3:13][O:14][C:15]1[CH:16]=[C:17]([CH:21]=[CH:22][C:23]=1[N+:24]([O-:26])=[O:25])[C:18]([OH:20])=O.[CH2:27]([O:29][C:30](=[O:35])[CH2:31]C(O)=O)[CH3:28]. (4) Given the product [CH2:21]([O:20][C:12]([CH:13]([C@@H:5]([C:6]1[CH:11]=[CH:10][CH:9]=[CH:8][CH:7]=1)[CH2:4][N+:1]([O-:3])=[O:2])[C:14]([O:16][CH2:17][CH3:18])=[O:15])=[O:19])[CH3:22], predict the reactants needed to synthesize it. The reactants are: [N+:1](/[CH:4]=[CH:5]/[C:6]1[CH:11]=[CH:10][CH:9]=[CH:8][CH:7]=1)([O-:3])=[O:2].[C:12]([O:20][CH2:21][CH3:22])(=[O:19])[CH2:13][C:14]([O:16][CH2:17][CH3:18])=[O:15]. (5) Given the product [ClH:1].[F:21][C:3]([F:2])([F:20])[C:4]1[N:9]=[CH:8][C:7]([CH:10]2[CH2:15][CH:14]([C:16]([O:18][CH3:19])=[O:17])[CH2:13][CH2:12][NH:11]2)=[CH:6][CH:5]=1, predict the reactants needed to synthesize it. The reactants are: [ClH:1].[F:2][C:3]([F:21])([F:20])[C:4]1[N:9]=[CH:8][C:7]([C:10]2[CH:15]=[C:14]([C:16]([O:18][CH3:19])=[O:17])[CH:13]=[CH:12][N:11]=2)=[CH:6][CH:5]=1. (6) Given the product [C:1]([O:5][C:6]([N:8]1[CH2:13][CH2:12][CH:11]([CH:14]2[O:23][C:17]3=[CH:18][N:19]=[C:20]([N:26]4[CH:27]=[CH:28][N:29]=[C:25]4[CH3:24])[CH:21]=[C:16]3[CH2:15]2)[CH2:10][CH2:9]1)=[O:7])([CH3:4])([CH3:3])[CH3:2], predict the reactants needed to synthesize it. The reactants are: [C:1]([O:5][C:6]([N:8]1[CH2:13][CH2:12][CH:11]([CH:14]2[O:23][C:17]3=[CH:18][N:19]=[C:20](Br)[CH:21]=[C:16]3[CH2:15]2)[CH2:10][CH2:9]1)=[O:7])([CH3:4])([CH3:3])[CH3:2].[CH3:24][C:25]1[NH:26][CH:27]=[CH:28][N:29]=1. (7) The reactants are: [CH3:1][O:2][C:3]1[CH:21]=[C:20]([CH:22]=[C:23]2[S:27][C:26](SC)=[N:25][C:24]2=[O:30])[CH:19]=[CH:18][C:4]=1[O:5][C:6]1[CH:13]=[CH:12][C:9]([C:10]#[N:11])=[CH:8][C:7]=1[C:14]([F:17])([F:16])[F:15].[C:31]([O:35][C:36](=[O:41])[NH:37][CH2:38][CH2:39][NH2:40])([CH3:34])([CH3:33])[CH3:32]. Given the product [C:31]([O:35][C:36](=[O:41])[NH:37][CH2:38][CH2:39][NH:40][C:26]1[S:27][C:23](=[CH:22][C:20]2[CH:19]=[CH:18][C:4]([O:5][C:6]3[CH:13]=[CH:12][C:9]([C:10]#[N:11])=[CH:8][C:7]=3[C:14]([F:15])([F:17])[F:16])=[C:3]([O:2][CH3:1])[CH:21]=2)[C:24](=[O:30])[N:25]=1)([CH3:34])([CH3:32])[CH3:33], predict the reactants needed to synthesize it.